This data is from NCI-60 drug combinations with 297,098 pairs across 59 cell lines. The task is: Regression. Given two drug SMILES strings and cell line genomic features, predict the synergy score measuring deviation from expected non-interaction effect. (1) Drug 1: C1=NC2=C(N1)C(=S)N=CN2. Drug 2: CS(=O)(=O)OCCCCOS(=O)(=O)C. Cell line: LOX IMVI. Synergy scores: CSS=34.8, Synergy_ZIP=1.89, Synergy_Bliss=5.29, Synergy_Loewe=-24.9, Synergy_HSA=4.11. (2) Drug 1: CCC1(C2=C(COC1=O)C(=O)N3CC4=CC5=C(C=CC(=C5CN(C)C)O)N=C4C3=C2)O.Cl. Drug 2: CC1CCCC2(C(O2)CC(NC(=O)CC(C(C(=O)C(C1O)C)(C)C)O)C(=CC3=CSC(=N3)C)C)C. Cell line: HOP-62. Synergy scores: CSS=71.4, Synergy_ZIP=1.87, Synergy_Bliss=-0.216, Synergy_Loewe=0.433, Synergy_HSA=5.79. (3) Cell line: LOX IMVI. Synergy scores: CSS=49.1, Synergy_ZIP=-5.07, Synergy_Bliss=-5.18, Synergy_Loewe=-11.0, Synergy_HSA=-4.77. Drug 1: C1=NC2=C(N1)C(=S)N=CN2. Drug 2: C1CCC(C(C1)N)N.C(=O)(C(=O)[O-])[O-].[Pt+4]. (4) Drug 1: C1CN1C2=NC(=NC(=N2)N3CC3)N4CC4. Drug 2: CN(CC1=CN=C2C(=N1)C(=NC(=N2)N)N)C3=CC=C(C=C3)C(=O)NC(CCC(=O)O)C(=O)O. Cell line: SN12C. Synergy scores: CSS=44.6, Synergy_ZIP=1.43, Synergy_Bliss=4.43, Synergy_Loewe=-11.9, Synergy_HSA=2.51. (5) Drug 1: C1CNP(=O)(OC1)N(CCCl)CCCl. Drug 2: B(C(CC(C)C)NC(=O)C(CC1=CC=CC=C1)NC(=O)C2=NC=CN=C2)(O)O. Cell line: NCI-H460. Synergy scores: CSS=54.8, Synergy_ZIP=3.35, Synergy_Bliss=3.50, Synergy_Loewe=-56.4, Synergy_HSA=4.23. (6) Drug 1: CN1C2=C(C=C(C=C2)N(CCCl)CCCl)N=C1CCCC(=O)O.Cl. Drug 2: C(CC(=O)O)C(=O)CN.Cl. Cell line: SK-OV-3. Synergy scores: CSS=19.6, Synergy_ZIP=-3.79, Synergy_Bliss=2.14, Synergy_Loewe=1.18, Synergy_HSA=0.805. (7) Drug 1: C1=C(C(=O)NC(=O)N1)F. Drug 2: COCCOC1=C(C=C2C(=C1)C(=NC=N2)NC3=CC=CC(=C3)C#C)OCCOC.Cl. Cell line: COLO 205. Synergy scores: CSS=54.9, Synergy_ZIP=-5.31, Synergy_Bliss=-11.5, Synergy_Loewe=-12.2, Synergy_HSA=-11.5. (8) Drug 1: CS(=O)(=O)C1=CC(=C(C=C1)C(=O)NC2=CC(=C(C=C2)Cl)C3=CC=CC=N3)Cl. Drug 2: C1=CC(=CC=C1C#N)C(C2=CC=C(C=C2)C#N)N3C=NC=N3. Cell line: LOX IMVI. Synergy scores: CSS=37.8, Synergy_ZIP=7.58, Synergy_Bliss=11.7, Synergy_Loewe=13.3, Synergy_HSA=13.3.